This data is from Peptide-MHC class I binding affinity with 185,985 pairs from IEDB/IMGT. The task is: Regression. Given a peptide amino acid sequence and an MHC pseudo amino acid sequence, predict their binding affinity value. This is MHC class I binding data. (1) The peptide sequence is KQGDVFYTA. The MHC is HLA-A02:19 with pseudo-sequence HLA-A02:19. The binding affinity (normalized) is 0.0847. (2) The peptide sequence is TEDLLHLNSLF. The MHC is Mamu-A11 with pseudo-sequence Mamu-A11. The binding affinity (normalized) is 0.398. (3) The peptide sequence is MSWGWRLPF. The MHC is HLA-B83:01 with pseudo-sequence HLA-B83:01. The binding affinity (normalized) is 0.197. (4) The peptide sequence is APRALLLLL. The MHC is HLA-B40:01 with pseudo-sequence HLA-B40:01. The binding affinity (normalized) is 0.0847. (5) The peptide sequence is GTIMTGDTPI. The MHC is Mamu-A2201 with pseudo-sequence Mamu-A2201. The binding affinity (normalized) is 0.0364. (6) The peptide sequence is YQTYVSPGA. The MHC is HLA-A02:16 with pseudo-sequence HLA-A02:16. The binding affinity (normalized) is 1.00.